Dataset: Full USPTO retrosynthesis dataset with 1.9M reactions from patents (1976-2016). Task: Predict the reactants needed to synthesize the given product. (1) Given the product [Cl:35][CH2:34][CH2:33][CH2:32][N:10]1[C:11]2[CH:16]=[CH:15][CH:14]=[CH:13][C:12]=2[N:8]([C:5]2[CH:4]=[CH:3][C:2]([CH3:1])=[CH:7][N:6]=2)[S:9]1(=[O:18])=[O:17], predict the reactants needed to synthesize it. The reactants are: [CH3:1][C:2]1[CH:3]=[CH:4][C:5]([N:8]2[C:12]3[CH:13]=[CH:14][CH:15]=[CH:16][C:11]=3[NH:10][S:9]2(=[O:18])=[O:17])=[N:6][CH:7]=1.C(=O)([O-])[O-].[K+].[K+].C(=O)([O-])[O-].[Cs+].[Cs+].Br[CH2:32][CH2:33][CH2:34][Cl:35]. (2) Given the product [CH:18]([Si:17]([O:9][C:5]1[CH:6]=[C:7]([CH3:8])[C:2]([Br:1])=[C:3]([CH3:10])[CH:4]=1)([CH:24]([CH3:26])[CH3:25])[CH:21]([CH3:23])[CH3:22])([CH3:20])[CH3:19], predict the reactants needed to synthesize it. The reactants are: [Br:1][C:2]1[C:7]([CH3:8])=[CH:6][C:5]([OH:9])=[CH:4][C:3]=1[CH3:10].N1C=CN=C1.Cl[Si:17]([CH:24]([CH3:26])[CH3:25])([CH:21]([CH3:23])[CH3:22])[CH:18]([CH3:20])[CH3:19].C(=O)(O)[O-].[Na+]. (3) Given the product [CH:9]([OH:8])=[O:39].[CH2:1]([O:8][C:9]1[CH:10]=[C:11]([C:15]2[N:16]=[C:17]([CH:25]3[CH2:28][CH2:27][CH2:26]3)[N:18]3[CH:23]=[CH:22][N:21]=[C:20]([NH:32][CH:29]([CH3:31])[CH3:30])[C:19]=23)[CH:12]=[CH:13][CH:14]=1)[C:2]1[CH:7]=[CH:6][CH:5]=[CH:4][CH:3]=1, predict the reactants needed to synthesize it. The reactants are: [CH2:1]([O:8][C:9]1[CH:10]=[C:11]([C:15]2[N:16]=[C:17]([CH:25]3[CH2:28][CH2:27][CH2:26]3)[N:18]3[CH:23]=[CH:22][N:21]=[C:20](Cl)[C:19]=23)[CH:12]=[CH:13][CH:14]=1)[C:2]1[CH:7]=[CH:6][CH:5]=[CH:4][CH:3]=1.[CH:29]([NH2:32])([CH3:31])[CH3:30].CN1C(=[O:39])CCC1. (4) Given the product [Br:3][C:4]1[CH:5]=[CH:6][C:7]2[S:16][C:15]3[CH2:14][CH2:13][NH:12][CH2:11][CH2:10][C:9]=3[C:8]=2[CH:22]=1, predict the reactants needed to synthesize it. The reactants are: [OH-].[K+].[Br:3][C:4]1[CH:5]=[CH:6][C:7]2[S:16][C:15]3[CH2:14][CH2:13][N:12](C(OCC)=O)[CH2:11][CH2:10][C:9]=3[C:8]=2[CH:22]=1. (5) Given the product [C:31]([CH:35]1[CH2:36][CH2:37][C:38](=[CH:41][C:7]2[CH:8]=[C:9]3[C:14](=[CH:15][CH:16]=2)[CH:13]=[C:12]([CH2:17][N:18]2[CH2:19][CH2:20][CH:21]([C:24]([O:26][CH2:27][CH3:28])=[O:25])[CH2:22][CH2:23]2)[CH:11]=[CH:10]3)[CH2:39][CH2:40]1)([CH3:34])([CH3:33])[CH3:32], predict the reactants needed to synthesize it. The reactants are: FC(F)(F)S(O[C:7]1[CH:8]=[C:9]2[C:14](=[CH:15][CH:16]=1)[CH:13]=[C:12]([CH2:17][N:18]1[CH2:23][CH2:22][CH:21]([C:24]([O:26][CH2:27][CH3:28])=[O:25])[CH2:20][CH2:19]1)[CH:11]=[CH:10]2)(=O)=O.[C:31]([CH:35]1[CH2:40][CH2:39][C:38](=[CH2:41])[CH2:37][CH2:36]1)([CH3:34])([CH3:33])[CH3:32].C([O-])([O-])=O.[K+].[K+].CC1(C)C2C(=C(P(C3C=CC=CC=3)C3C=CC=CC=3)C=CC=2)OC2C(P(C3C=CC=CC=3)C3C=CC=CC=3)=CC=CC1=2. (6) Given the product [OH:23][CH2:24][CH2:25][NH:26][C:27]([C:29]1[C:33]([CH3:34])=[C:32](/[CH:35]=[C:16]2\[C:17](=[O:22])[NH:18][C:19]3[C:15]\2=[CH:14][C:13]([S:10]([CH2:9][C:3]2[C:2]([Cl:1])=[CH:7][CH:6]=[CH:5][C:4]=2[Cl:8])(=[O:12])=[O:11])=[CH:21][CH:20]=3)[NH:31][C:30]=1[CH3:37])=[O:28], predict the reactants needed to synthesize it. The reactants are: [Cl:1][C:2]1[CH:7]=[CH:6][CH:5]=[C:4]([Cl:8])[C:3]=1[CH2:9][S:10]([C:13]1[CH:14]=[C:15]2[C:19](=[CH:20][CH:21]=1)[NH:18][C:17](=[O:22])[CH2:16]2)(=[O:12])=[O:11].[OH:23][CH2:24][CH2:25][NH:26][C:27]([C:29]1[C:33]([CH3:34])=[C:32]([CH:35]=O)[NH:31][C:30]=1[CH3:37])=[O:28].N1CCCCC1.